Dataset: Catalyst prediction with 721,799 reactions and 888 catalyst types from USPTO. Task: Predict which catalyst facilitates the given reaction. (1) Reactant: [Br:1][C:2]1[CH:3]=[C:4]([C:8]2[C:16]3[C:11](=[N:12][C:13]([Cl:17])=[N:14][CH:15]=3)[NH:10][N:9]=2)[CH:5]=[CH:6][CH:7]=1.CCN(CC)CC.[C:25](Cl)([C:38]1[CH:43]=[CH:42][CH:41]=[CH:40][CH:39]=1)([C:32]1[CH:37]=[CH:36][CH:35]=[CH:34][CH:33]=1)[C:26]1[CH:31]=[CH:30][CH:29]=[CH:28][CH:27]=1.O. Product: [Br:1][C:2]1[CH:3]=[C:4]([C:8]2[C:16]3[C:11](=[N:12][C:13]([Cl:17])=[N:14][CH:15]=3)[N:10]([C:25]([C:26]3[CH:31]=[CH:30][CH:29]=[CH:28][CH:27]=3)([C:38]3[CH:39]=[CH:40][CH:41]=[CH:42][CH:43]=3)[C:32]3[CH:33]=[CH:34][CH:35]=[CH:36][CH:37]=3)[N:9]=2)[CH:5]=[CH:6][CH:7]=1. The catalyst class is: 3. (2) Reactant: C([O:6][CH3:7])(OC)OC.[CH3:8][N:9]([CH3:19])[CH2:10][CH2:11][CH2:12][C:13]1[CH:17]=[C:16]([CH3:18])[NH:15][CH:14]=1.O.[OH-].[Na+]. Product: [CH3:19][N:9]([CH3:8])[CH2:10][CH2:11][CH2:12][C:13]1[CH:17]=[C:16]([CH3:18])[NH:15][C:14]=1[CH:7]=[O:6]. The catalyst class is: 67. (3) Reactant: C[C:2]1[C:3]([C:8]2C=CC=CC=2)=[N:4]C=[CH:6][CH:7]=1.C(O[CH:18]=[CH:19][C:20]1[CH:25]=[CH:24][CH:23]=[CH:22][CH:21]=1)(=O)C.[C:26]1([CH3:32])[CH:31]=[CH:30][CH:29]=[CH:28][CH:27]=1.[CH3:33]CN(CC)CC. Product: [CH3:8][C:3]1[CH:2]=[CH:7][CH:6]=[C:32]([C:26]2[C:31](/[CH:18]=[CH:19]/[C:20]3[CH:21]=[CH:22][CH:23]=[CH:24][CH:25]=3)=[CH:30][CH:29]=[CH:28][C:27]=2[CH3:33])[N:4]=1. The catalyst class is: 521. (4) Reactant: [CH2:1]([NH2:8])[CH2:2][CH2:3][CH2:4][CH2:5][CH2:6][NH2:7].[C:9]([OH:13])(=[O:12])[CH:10]=[CH2:11].[C:14]([OH:18])(=[O:17])[CH:15]=[CH2:16].[C:19]([OH:23])(=[O:22])[CH:20]=[CH2:21].[CH2:24]([C:26]([CH2:31][OH:32])([CH2:29][OH:30])[CH2:27][CH3:28])[OH:25]. Product: [CH2:24]([C:26]([CH2:31][OH:32])([CH2:29][OH:30])[CH2:27][CH3:28])[OH:25].[C:9]([OH:13])(=[O:12])[CH:10]=[CH2:11].[C:14]([OH:18])(=[O:17])[CH:15]=[CH2:16].[C:19]([OH:23])(=[O:22])[CH:20]=[CH2:21].[CH2:24]([C:26]([CH2:31][OH:32])([CH2:29][OH:30])[CH2:27][CH3:28])[OH:25].[CH2:1]([NH2:8])[CH2:2][CH2:3][CH2:4][CH2:5][CH2:6][NH2:7]. The catalyst class is: 5. (5) Reactant: F[C:2]1[CH:7]=[CH:6][CH:5]=[CH:4][C:3]=1[N+:8]([O-:10])=[O:9].[O:11]([C:18]1[CH:24]=[CH:23][C:21]([NH2:22])=[CH:20][CH:19]=1)[C:12]1[CH:17]=[CH:16][CH:15]=[CH:14][CH:13]=1.C([O-])(C)(C)C.[K+]. Product: [N+:8]([C:3]1[CH:4]=[CH:5][CH:6]=[CH:7][C:2]=1[NH:22][C:21]1[CH:20]=[CH:19][C:18]([O:11][C:12]2[CH:17]=[CH:16][CH:15]=[CH:14][CH:13]=2)=[CH:24][CH:23]=1)([O-:10])=[O:9]. The catalyst class is: 16.